Task: Regression. Given two drug SMILES strings and cell line genomic features, predict the synergy score measuring deviation from expected non-interaction effect.. Dataset: NCI-60 drug combinations with 297,098 pairs across 59 cell lines (1) Cell line: NCI-H460. Drug 2: CN(CCCl)CCCl.Cl. Synergy scores: CSS=31.8, Synergy_ZIP=1.68, Synergy_Bliss=-1.53, Synergy_Loewe=-0.997, Synergy_HSA=-1.49. Drug 1: C#CCC(CC1=CN=C2C(=N1)C(=NC(=N2)N)N)C3=CC=C(C=C3)C(=O)NC(CCC(=O)O)C(=O)O. (2) Drug 1: CN(C)C1=NC(=NC(=N1)N(C)C)N(C)C. Drug 2: CC1=C(C(=O)C2=C(C1=O)N3CC4C(C3(C2COC(=O)N)OC)N4)N. Cell line: HCC-2998. Synergy scores: CSS=15.8, Synergy_ZIP=-2.26, Synergy_Bliss=-6.68, Synergy_Loewe=-30.3, Synergy_HSA=-10.1. (3) Drug 1: C1=CC(=C2C(=C1NCCNCCO)C(=O)C3=C(C=CC(=C3C2=O)O)O)NCCNCCO. Drug 2: CC1=C2C(C(=O)C3(C(CC4C(C3C(C(C2(C)C)(CC1OC(=O)C(C(C5=CC=CC=C5)NC(=O)OC(C)(C)C)O)O)OC(=O)C6=CC=CC=C6)(CO4)OC(=O)C)O)C)O. Cell line: A549. Synergy scores: CSS=47.6, Synergy_ZIP=-3.88, Synergy_Bliss=-4.37, Synergy_Loewe=-1.40, Synergy_HSA=1.03. (4) Drug 1: CC1=C(C(CCC1)(C)C)C=CC(=CC=CC(=CC(=O)O)C)C. Drug 2: CC1C(C(CC(O1)OC2CC(CC3=C2C(=C4C(=C3O)C(=O)C5=CC=CC=C5C4=O)O)(C(=O)C)O)N)O. Cell line: SNB-19. Synergy scores: CSS=38.4, Synergy_ZIP=-4.27, Synergy_Bliss=-3.97, Synergy_Loewe=-6.45, Synergy_HSA=2.27. (5) Drug 1: C1CCC(CC1)NC(=O)N(CCCl)N=O. Drug 2: C1C(C(OC1N2C=C(C(=O)NC2=O)F)CO)O. Cell line: OVCAR-8. Synergy scores: CSS=51.2, Synergy_ZIP=-1.44, Synergy_Bliss=-1.02, Synergy_Loewe=-10.9, Synergy_HSA=1.81. (6) Drug 1: C1=CC(=C2C(=C1NCCNCCO)C(=O)C3=C(C=CC(=C3C2=O)O)O)NCCNCCO. Drug 2: C1C(C(OC1N2C=NC3=C2NC=NCC3O)CO)O. Cell line: UACC-257. Synergy scores: CSS=2.06, Synergy_ZIP=-1.13, Synergy_Bliss=0.949, Synergy_Loewe=-6.39, Synergy_HSA=-0.814. (7) Drug 1: CC(C)NC(=O)C1=CC=C(C=C1)CNNC.Cl. Drug 2: C(CN)CNCCSP(=O)(O)O. Cell line: SK-MEL-2. Synergy scores: CSS=15.0, Synergy_ZIP=2.75, Synergy_Bliss=6.48, Synergy_Loewe=8.34, Synergy_HSA=4.49.